Dataset: Catalyst prediction with 721,799 reactions and 888 catalyst types from USPTO. Task: Predict which catalyst facilitates the given reaction. (1) Reactant: [Cl-].[CH3:2][O:3]C[P+](C1C=CC=CC=1)(C1C=CC=CC=1)C1C=CC=CC=1.[C:24]12([C:31](=O)[CH:30]3[CH2:33][CH:27]1[CH2:28][CH2:29]3)[CH2:26][CH2:25]2.Cl. Product: [C:24]12([CH:31]([CH:2]=[O:3])[CH:30]3[CH2:33][CH:27]1[CH2:28][CH2:29]3)[CH2:26][CH2:25]2. The catalyst class is: 30. (2) Reactant: [C:1]([C:4]1[CH:5]=[C:6]([C:10]([O:12]C)=[O:11])[CH:7]=[N:8][CH:9]=1)(=[O:3])[CH3:2].[OH-].[Na+].Cl. Product: [C:1]([C:4]1[CH:5]=[C:6]([C:10]([OH:12])=[O:11])[CH:7]=[N:8][CH:9]=1)(=[O:3])[CH3:2]. The catalyst class is: 5. (3) Reactant: [CH3:1][C:2]1[CH:10]=[CH:9][C:5]([C:6]([OH:8])=O)=[CH:4][N:3]=1.C(Cl)(=O)C(Cl)=O.[F:17][C:18]1[CH:23]=[CH:22][C:21]([C:24]2[N:25]=[C:26]3[CH:31]=[CH:30][CH:29]=[N:28][N:27]3[C:32]=2[C:33]2[CH:38]=[CH:37][N:36]=[C:35]([NH2:39])[CH:34]=2)=[CH:20][C:19]=1[CH3:40].C(N(CC)CC)C.C(=O)([O-])O.[Na+]. Product: [F:17][C:18]1[CH:23]=[CH:22][C:21]([C:24]2[N:25]=[C:26]3[CH:31]=[CH:30][CH:29]=[N:28][N:27]3[C:32]=2[C:33]2[CH:38]=[CH:37][N:36]=[C:35]([NH:39][C:6](=[O:8])[C:5]3[CH:9]=[CH:10][C:2]([CH3:1])=[N:3][CH:4]=3)[CH:34]=2)=[CH:20][C:19]=1[CH3:40]. The catalyst class is: 213. (4) Reactant: [Br:1][C:2]1[CH:7]=[CH:6][C:5]([OH:8])=[CH:4][CH:3]=1.[CH3:9][O:10][CH2:11]OC.O=P12OP3(OP(OP(O3)(O1)=O)(=O)O2)=O. Product: [Br:1][C:2]1[CH:7]=[CH:6][C:5]([O:8][CH2:9][O:10][CH3:11])=[CH:4][CH:3]=1. The catalyst class is: 2. (5) Reactant: [Br:1][C:2]1[CH:18]=[CH:17][C:5]2[CH2:6][CH2:7][CH2:8][C@@H:9]3[CH2:14][S:13][C:12]([NH2:15])=[N:11][C@:10]3([CH3:16])[C:4]=2[CH:3]=1.C(O)(C(F)(F)F)=O.[C:26](O[C:26]([O:28][C:29]([CH3:32])([CH3:31])[CH3:30])=[O:27])([O:28][C:29]([CH3:32])([CH3:31])[CH3:30])=[O:27]. Product: [Br:1][C:2]1[CH:18]=[CH:17][C:5]2[CH2:6][CH2:7][CH2:8][C@@H:9]3[CH2:14][S:13][C:12]([NH:15][C:26](=[O:27])[O:28][C:29]([CH3:32])([CH3:31])[CH3:30])=[N:11][C@:10]3([CH3:16])[C:4]=2[CH:3]=1. The catalyst class is: 251. (6) Reactant: [CH3:1][C@@H:2]([NH:13][CH2:14][CH2:15][CH2:16][C:17]1[CH:18]=[CH:19][CH:20]=[C:21]([C:23]([F:26])([F:25])[F:24])[CH:22]=1)[C:3]1[CH:4]=[CH:5][CH:6]=[C:7]2[CH:12]=[CH:11][CH:10]=[CH:9][C:8]=12.Cl. Product: [CH3:1][C@@H:2]([NH:13][CH2:14][CH2:15][CH2:16][C:17]1[CH:18]=[CH:19][CH:20]=[C:21]([C:23]([F:24])([F:25])[F:26])[CH:22]=1)[C:3]1[CH:4]=[CH:5][CH:6]=[C:7]2[CH:12]=[CH:11][CH:10]=[CH:9][C:8]=12. The catalyst class is: 4. (7) Reactant: Br[C:2]1[CH:7]=[CH:6][C:5]([CH2:8][NH:9][C:10]([CH:12]2[CH2:17][CH2:16][CH2:15][CH:14]([NH:18][C:19]3[N:24]=[C:23]([CH3:25])[N:22]=[C:21]([NH:26][CH3:27])[N:20]=3)[CH2:13]2)=[O:11])=[C:4]([O:28][C:29]([F:32])([F:31])[F:30])[CH:3]=1.[NH:33]1[CH2:38][CH2:37][O:36][CH2:35][CH2:34]1.C1C=CC(P(C2C(C3C(P(C4C=CC=CC=4)C4C=CC=CC=4)=CC=C4C=3C=CC=C4)=C3C(C=CC=C3)=CC=2)C2C=CC=CC=2)=CC=1.C(=O)([O-])[O-].[Cs+].[Cs+]. Product: [CH3:25][C:23]1[N:22]=[C:21]([NH:26][CH3:27])[N:20]=[C:19]([NH:18][CH:14]2[CH2:15][CH2:16][CH2:17][CH:12]([C:10]([NH:9][CH2:8][C:5]3[CH:6]=[CH:7][C:2]([N:33]4[CH2:38][CH2:37][O:36][CH2:35][CH2:34]4)=[CH:3][C:4]=3[O:28][C:29]([F:32])([F:31])[F:30])=[O:11])[CH2:13]2)[N:24]=1. The catalyst class is: 62. (8) Reactant: C([O:8][N:9]1[C:15](=[O:16])[N:14]2[CH2:17][C@H:10]1[CH2:11][CH2:12][C@H:13]2[C:18]([NH:20][NH:21][C:22](=[O:29])[C:23]1[CH:28]=[CH:27][CH:26]=[CH:25][N:24]=1)=[O:19])C1C=CC=CC=1. Product: [OH:8][N:9]1[C:15](=[O:16])[N:14]2[CH2:17][C@H:10]1[CH2:11][CH2:12][C@H:13]2[C:18]([NH:20][NH:21][C:22](=[O:29])[C:23]1[CH:28]=[CH:27][CH:26]=[CH:25][N:24]=1)=[O:19]. The catalyst class is: 19.